This data is from NCI-60 drug combinations with 297,098 pairs across 59 cell lines. The task is: Regression. Given two drug SMILES strings and cell line genomic features, predict the synergy score measuring deviation from expected non-interaction effect. Drug 1: C1=NC2=C(N1)C(=S)N=C(N2)N. Drug 2: COCCOC1=C(C=C2C(=C1)C(=NC=N2)NC3=CC=CC(=C3)C#C)OCCOC.Cl. Cell line: KM12. Synergy scores: CSS=51.5, Synergy_ZIP=7.36, Synergy_Bliss=8.56, Synergy_Loewe=1.98, Synergy_HSA=7.94.